The task is: Predict the reactants needed to synthesize the given product.. This data is from Full USPTO retrosynthesis dataset with 1.9M reactions from patents (1976-2016). (1) The reactants are: C(NC(C)C)(C)C.C([Li])CCC.[CH2:13]([Si:15](Cl)([CH2:18][CH3:19])[CH2:16][CH3:17])[CH3:14].[CH2:21]([Si:23]([O:28][C:29](=[O:39])[CH2:30][O:31][Si:32]([CH2:37][CH3:38])([CH2:35][CH3:36])[CH2:33][CH3:34])([CH2:26]C)[CH2:24]C)C. Given the product [CH2:13]([Si:15]([CH2:18][CH3:19])([CH2:16][CH3:17])[O:39][C:29]([O:28][Si:23]([CH3:26])([CH3:24])[CH3:21])=[CH:30][O:31][Si:32]([CH2:37][CH3:38])([CH2:33][CH3:34])[CH2:35][CH3:36])[CH3:14], predict the reactants needed to synthesize it. (2) Given the product [O:1]1[C:5]2[CH:6]=[CH:7][C:8]([C:10]3([C:13]([NH:47][C:48]4[CH:49]=[C:50]5[C:54](=[CH:55][CH:56]=4)[NH:53][C:52]([CH:57]([CH3:63])[C:58]([O:60][CH2:61][CH3:62])=[O:59])=[CH:51]5)=[O:15])[CH2:11][CH2:12]3)=[CH:9][C:4]=2[O:3][CH2:2]1, predict the reactants needed to synthesize it. The reactants are: [O:1]1[C:5]2[CH:6]=[CH:7][C:8]([C:10]3([C:13]([OH:15])=O)[CH2:12][CH2:11]3)=[CH:9][C:4]=2[O:3][CH2:2]1.CN(C(ON1N=NC2C=CC=CC1=2)=[N+](C)C)C.F[P-](F)(F)(F)(F)F.CCN(CC)CC.[NH2:47][C:48]1[CH:49]=[C:50]2[C:54](=[CH:55][CH:56]=1)[NH:53][C:52]([CH:57]([CH3:63])[C:58]([O:60][CH2:61][CH3:62])=[O:59])=[CH:51]2. (3) Given the product [CH2:1]([S:3][CH:4]=[CH:5][C:6]([NH:14][C:16]1[CH:22]=[CH:23][CH:18]=[CH:19][CH:20]=1)=[O:8])[CH3:2], predict the reactants needed to synthesize it. The reactants are: [CH2:1]([S:3][CH:4]=[CH:5][C:6]([OH:8])=O)[CH3:2].S(Cl)(Cl)=O.C[N:14]([CH:16]=O)C.[C:18]1(C)[CH:23]=[CH:22]C=[CH:20][CH:19]=1. (4) Given the product [F:11][C:37]1[C:36]([OH:39])=[CH:35][N:34]2[CH:41]=[C:31]([C:18]3[CH:17]=[N:16][C:15]([O:14][CH3:13])=[N:20][CH:19]=3)[N:32]=[C:33]2[CH:38]=1, predict the reactants needed to synthesize it. The reactants are: BrC1N=C2C=C(O)C([F:11])=CN2C=1.[CH3:13][O:14][C:15]1[N:20]=[CH:19][C:18](B(O)O)=[CH:17][N:16]=1.FC1N=CC([C:31]2[N:32]=[C:33]3[CH:38]=[CH:37][C:36]([O:39]C)=[CH:35][N:34]3[CH:41]=2)=CC=1. (5) Given the product [F:13][C:11]1([F:14])[CH2:12][CH:9]([O:8][C:6]2[CH:5]=[CH:4][N:3]=[C:2]([CH2:22][C:21]([O:20][C:16]([CH3:19])([CH3:18])[CH3:17])=[O:24])[CH:7]=2)[CH2:10]1, predict the reactants needed to synthesize it. The reactants are: Br[C:2]1[CH:7]=[C:6]([O:8][CH:9]2[CH2:12][C:11]([F:14])([F:13])[CH2:10]2)[CH:5]=[CH:4][N:3]=1.[Cl-].[C:16]([O:20][C:21](=[O:24])[CH2:22][Zn+])([CH3:19])([CH3:18])[CH3:17].CCOCC. (6) Given the product [CH3:8][N:9]1[CH2:13][CH2:12][N:11]([C:2]2[CH:6]=[CH:5][N:4]([CH3:7])[N:3]=2)[C:10]1=[O:14], predict the reactants needed to synthesize it. The reactants are: I[C:2]1[CH:6]=[CH:5][N:4]([CH3:7])[N:3]=1.[CH3:8][N:9]1[CH2:13][CH2:12][NH:11][C:10]1=[O:14].CNCCNC.P([O-])([O-])([O-])=O.[K+].[K+].[K+].